Dataset: Forward reaction prediction with 1.9M reactions from USPTO patents (1976-2016). Task: Predict the product of the given reaction. (1) Given the reactants [Si:1]([O:8][C@@H:9]1[CH2:13][O:12][C@@H:11]2[C:14](=O)[CH2:15][O:16][C@H:10]12)([C:4]([CH3:7])([CH3:6])[CH3:5])([CH3:3])[CH3:2].C(OP([CH2:26][C:27]([O:29][CH2:30][CH3:31])=[O:28])(OCC)=O)C.[H-].[Na+], predict the reaction product. The product is: [Si:1]([O:8][C@@H:9]1[CH2:13][O:12][C@@H:11]2/[C:14](=[CH:26]/[C:27]([O:29][CH2:30][CH3:31])=[O:28])/[CH2:15][O:16][C@H:10]12)([C:4]([CH3:5])([CH3:6])[CH3:7])([CH3:2])[CH3:3]. (2) Given the reactants [CH2:1]([O:3][C:4]1[CH:5]=[CH:6][C:7]([F:23])=[C:8]([C:10]2[CH:15]=[C:14]([CH3:16])[N:13]=[C:12]([C:17](OCC)=[O:18])[C:11]=2[CH3:22])[CH:9]=1)[CH3:2].[BH4-].[Na+].Cl, predict the reaction product. The product is: [CH2:1]([O:3][C:4]1[CH:5]=[CH:6][C:7]([F:23])=[C:8]([C:10]2[CH:15]=[C:14]([CH3:16])[N:13]=[C:12]([CH2:17][OH:18])[C:11]=2[CH3:22])[CH:9]=1)[CH3:2].